This data is from Reaction yield outcomes from USPTO patents with 853,638 reactions. The task is: Predict the reaction yield, written as a fraction of the theoretical maximum amount of product (1.0 means a 100% yield; for example, 0.34 means a 34% yield). (1) The reactants are [Cl:1][C:2]1[CH:3]=[C:4]([CH:9]([C:24]([F:27])([F:26])[F:25])/[CH:10]=[CH:11]/[C:12]2[CH:13]=[CH:14][C:15]([N:19]3[CH:23]=[N:22][CH:21]=[N:20]3)=[C:16]([CH:18]=2)[NH2:17])[CH:5]=[C:6]([Cl:8])[CH:7]=1.[CH3:28]I. The catalyst is C(Cl)Cl. The product is [Cl:1][C:2]1[CH:3]=[C:4]([CH:9]([C:24]([F:26])([F:25])[F:27])/[CH:10]=[CH:11]/[C:12]2[CH:13]=[CH:14][C:15]([N:19]3[CH:23]=[N:22][CH:21]=[N:20]3)=[C:16]([CH:18]=2)[NH:17][CH3:28])[CH:5]=[C:6]([Cl:8])[CH:7]=1. The yield is 0.700. (2) The reactants are [CH:1](=[N:8][C@@H:9]([CH2:14][CH2:15][CH2:16][CH2:17][NH:18][C:19]([O:21][CH2:22][C:23]1[CH:28]=[CH:27][CH:26]=[CH:25][CH:24]=1)=[O:20])[C:10]([O:12]C)=O)[C:2]1[CH:7]=[CH:6][CH:5]=[CH:4][CH:3]=1.[C:29]([NH2:33])(=[O:32])[CH:30]=[CH2:31].CC(C)([O-])C.[K+]. The catalyst is C1COCC1. The product is [CH:1](=[N:8][C:9]1([CH2:14][CH2:15][CH2:16][CH2:17][NH:18][C:19](=[O:20])[O:21][CH2:22][C:23]2[CH:28]=[CH:27][CH:26]=[CH:25][CH:24]=2)[CH2:31][CH2:30][C:29](=[O:32])[NH:33][C:10]1=[O:12])[C:2]1[CH:3]=[CH:4][CH:5]=[CH:6][CH:7]=1. The yield is 0.820. (3) The reactants are [C:1]([C:8]([NH2:15])(O)[CH2:9]CCCO)(OC(C)(C)C)=[O:2].[OH:16][C:17]([CH:19]([C:21]1[CH:34]=[CH:33][CH:32]=[C:23]([C:24]([C:26]2[CH:31]=[CH:30][CH:29]=[CH:28][CH:27]=2)=[O:25])[CH:22]=1)[CH3:20])=[O:18].[ClH:35].C([O:39][CH2:40][CH3:41])(=O)C.CCCCCC. The catalyst is ClCCl. The product is [NH2:15][CH:8]([CH2:9][CH2:41][CH2:40][OH:39])[CH2:1][OH:2].[ClH:35].[OH:18][C:17]([CH:19]([C:21]1[CH:34]=[CH:33][CH:32]=[C:23]([C:24]([C:26]2[CH:27]=[CH:28][CH:29]=[CH:30][CH:31]=2)=[O:25])[CH:22]=1)[CH3:20])=[O:16]. The yield is 0.980. (4) The reactants are N[C@H:2]([C:10]([OH:12])=[O:11])[CH2:3][C:4]1[CH:9]=[CH:8][CH:7]=[CH:6][CH:5]=1.S(=O)(=O)(O)[OH:14].N([O-])=O.[Na+]. The catalyst is O. The product is [OH:14][C@@H:2]([CH2:3][C:4]1[CH:9]=[CH:8][CH:7]=[CH:6][CH:5]=1)[C:10]([OH:12])=[O:11]. The yield is 0.850.